From a dataset of Full USPTO retrosynthesis dataset with 1.9M reactions from patents (1976-2016). Predict the reactants needed to synthesize the given product. (1) Given the product [Cl:1][C:2]1[CH:3]=[C:4]2[C:8](=[C:9]([NH:11][C:19]3[CH:24]=[CH:23][CH:22]=[CH:21][N:20]=3)[CH:10]=1)[NH:7][C:6]([C:12]1[CH:17]=[CH:16][CH:15]=[CH:14][CH:13]=1)=[CH:5]2, predict the reactants needed to synthesize it. The reactants are: [Cl:1][C:2]1[CH:3]=[C:4]2[C:8](=[C:9]([NH2:11])[CH:10]=1)[NH:7][C:6]([C:12]1[CH:17]=[CH:16][CH:15]=[CH:14][CH:13]=1)=[CH:5]2.Br[C:19]1[CH:24]=[CH:23][CH:22]=[CH:21][N:20]=1.CC1(C)C2C(=C(P(C3C=CC=CC=3)C3C=CC=CC=3)C=CC=2)OC2C(P(C3C=CC=CC=3)C3C=CC=CC=3)=CC=CC1=2.C([O-])([O-])=O.[Na+].[Na+]. (2) Given the product [C:2]([C:4]1[CH:9]=[CH:8][C:7]([NH:10][C:31]([NH:32][NH:33][C:19]([O:21][CH2:22][CH3:27])=[O:20])=[O:34])=[CH:6][CH:5]=1)(=[O:3])[CH3:1], predict the reactants needed to synthesize it. The reactants are: [CH3:1][C:2]([C:4]1[CH:9]=[CH:8][C:7]([NH2:10])=[CH:6][CH:5]=1)=[O:3].C(N(CC)CC)C.Cl[C:19]([O:21][C:22]1[CH:27]=CC([N+]([O-])=O)=CC=1)=[O:20].[C:31](OCC)(=[O:34])[NH:32][NH2:33]. (3) The reactants are: C(OC([N:8]1[CH2:13][CH2:12][CH:11]([N:14]2[CH2:19][CH2:18][N:17]([C:20](=[O:62])[NH:21][C:22]3[C:27]([Cl:28])=[CH:26][C:25]([C:29]4[CH:34]=[CH:33][C:32]([C:35]5[N:36]=[C:37]([C@@H:40]6[CH2:44][C@H:43]([CH3:45])[CH2:42][N:41]6[C:46](=[O:56])[C@@H:47]([NH:51][C:52]([O:54][CH3:55])=[O:53])[CH:48]([CH3:50])[CH3:49])[NH:38][CH:39]=5)=[CH:31][CH:30]=4)=[C:24]([O:57][C:58]([F:61])([F:60])[F:59])[CH:23]=3)[CH2:16][CH2:15]2)[CH2:10][CH2:9]1)=O)(C)(C)C. Given the product [CH3:55][O:54][C:52](=[O:53])[NH:51][C@H:47]([C:46]([N:41]1[CH2:42][C@@H:43]([CH3:45])[CH2:44][C@H:40]1[C:37]1[NH:38][CH:39]=[C:35]([C:32]2[CH:31]=[CH:30][C:29]([C:25]3[CH:26]=[C:27]([Cl:28])[C:22]([NH:21][C:20]([N:17]4[CH2:18][CH2:19][N:14]([CH:11]5[CH2:10][CH2:9][NH:8][CH2:13][CH2:12]5)[CH2:15][CH2:16]4)=[O:62])=[CH:23][C:24]=3[O:57][C:58]([F:61])([F:60])[F:59])=[CH:34][CH:33]=2)[N:36]=1)=[O:56])[CH:48]([CH3:50])[CH3:49], predict the reactants needed to synthesize it. (4) The reactants are: [CH3:1][O:2][C:3]1[CH:8]=[C:7]([O:9][CH3:10])[CH:6]=[CH:5][C:4]=1[C:11](=[O:18])[CH2:12][C:13]([O:15][CH2:16][CH3:17])=[O:14].[F:19][C:20]1[CH:25]=[CH:24][C:23](O)=[CH:22][CH:21]=1. Given the product [CH3:1][O:2][C:3]1[CH:8]=[C:7]([O:9][CH3:10])[CH:6]=[CH:5][C:4]=1[C:11]1[O:18][C:23]2[CH:24]=[CH:25][C:20]([F:19])=[CH:21][C:22]=2[C:12]=1[C:13]([O:15][CH2:16][CH3:17])=[O:14], predict the reactants needed to synthesize it. (5) Given the product [CH3:1][O:2][C:3]1[CH:21]=[C:20]([O:22][CH2:33][C:31]2[N:32]=[C:28]([C:27]3[O:23][N:24]=[CH:25][CH:26]=3)[S:29][CH:30]=2)[C:6]2[CH:7]=[C:8]([C:10]3[N:11]=[C:12]4[N:16]([CH:17]=3)[N:15]=[C:14]([O:18][CH3:19])[S:13]4)[O:9][C:5]=2[CH:4]=1, predict the reactants needed to synthesize it. The reactants are: [CH3:1][O:2][C:3]1[CH:4]=[C:5]2[O:9][C:8]([C:10]3[N:11]=[C:12]4[N:16]([CH:17]=3)[N:15]=[C:14]([O:18][CH3:19])[S:13]4)=[CH:7][C:6]2=[C:20]([OH:22])[CH:21]=1.[O:23]1[C:27]([C:28]2[S:29][CH:30]=[C:31]([CH2:33]O)[N:32]=2)=[CH:26][CH:25]=[N:24]1.C(P(CCCC)CCCC)CCC.N(C(N1CCCCC1)=O)=NC(N1CCCCC1)=O. (6) Given the product [F:1][C:2]1[C:3]([NH:12][C:21]([NH:20][CH2:19][C:18]2[CH:17]=[CH:16][C:15]([C:14]([F:13])([F:26])[F:25])=[CH:24][CH:23]=2)=[O:22])=[C:4]2[C:9](=[CH:10][CH:11]=1)[CH:8]=[N:7][CH:6]=[CH:5]2, predict the reactants needed to synthesize it. The reactants are: [F:1][C:2]1[CH:11]=[CH:10][C:9]2[CH:8]=[N:7][CH:6]=[CH:5][C:4]=2[C:3]=1[NH2:12].[F:13][C:14]([F:26])([F:25])[C:15]1[CH:24]=[CH:23][C:18]([CH2:19][N:20]=[C:21]=[O:22])=[CH:17][CH:16]=1. (7) The reactants are: CC[N:3]([CH:7]([CH3:9])C)[CH:4]([CH3:6])C.Cl.[F:11][C:12]1[CH:17]=[CH:16][C:15]([NH:18][C:19]2[CH:24]=[CH:23][N:22]=[C:21]([NH:25][C:26]3[CH:31]=[CH:30][C:29]([S:32](Cl)(=[O:34])=[O:33])=[CH:28][CH:27]=3)[N:20]=2)=[CH:14][C:13]=1[CH3:36].Cl.Cl.[N:39]1[CH:44]=[CH:43][CH:42]=[C:41]([O:45]N2CCCCC2)[CH:40]=1.[CH2:52](Cl)Cl. Given the product [F:11][C:12]1[CH:17]=[CH:16][C:15]([NH:18][C:19]2[CH:24]=[CH:23][N:22]=[C:21]([NH:25][C:26]3[CH:31]=[CH:30][C:29]([S:32]([N:39]4[CH2:44][CH2:43][CH2:42][CH:41]([O:45][C:9]5[CH:7]=[N:3][CH:4]=[CH:6][CH:52]=5)[CH2:40]4)(=[O:34])=[O:33])=[CH:28][CH:27]=3)[N:20]=2)=[CH:14][C:13]=1[CH3:36], predict the reactants needed to synthesize it. (8) The reactants are: [OH:1][C@H:2]1[CH2:7][CH2:6][CH2:5][CH2:4][C@@H:3]1[NH:8][C:9]([C:11]1[CH:20]=[C:19]([CH2:21][C:22]2[CH:23]=[N:24][C:25]([CH:28]=[CH2:29])=[CH:26][CH:27]=2)[C:18]2[C:13](=[CH:14][CH:15]=[CH:16][CH:17]=2)[C:12]=1[O:30][CH3:31])=[O:10]. Given the product [OH:1][C@H:2]1[CH2:7][CH2:6][CH2:5][CH2:4][C@@H:3]1[NH:8][C:9]([C:11]1[CH:20]=[C:19]([CH2:21][C:22]2[CH:23]=[N:24][C:25]([CH2:28][CH3:29])=[CH:26][CH:27]=2)[C:18]2[C:13](=[CH:14][CH:15]=[CH:16][CH:17]=2)[C:12]=1[O:30][CH3:31])=[O:10], predict the reactants needed to synthesize it. (9) Given the product [C:33]([O:32][C:30](=[O:31])[CH2:29][N:12]1[C:8]([C:5]2[CH:4]=[CH:3][C:2]([Cl:1])=[CH:7][CH:6]=2)=[C:9]([CH:20]2[CH2:25][CH2:24][CH2:23][CH2:22][CH2:21]2)[C:10]2[S:15][C:14]([C:16]([O:18][CH3:19])=[O:17])=[CH:13][C:11]1=2)([CH3:36])([CH3:35])[CH3:34], predict the reactants needed to synthesize it. The reactants are: [Cl:1][C:2]1[CH:7]=[CH:6][C:5]([C:8]2[NH:12][C:11]3[CH:13]=[C:14]([C:16]([O:18][CH3:19])=[O:17])[S:15][C:10]=3[C:9]=2[CH:20]2[CH2:25][CH2:24][CH2:23][CH2:22][CH2:21]2)=[CH:4][CH:3]=1.[H-].[Na+].Br[CH2:29][C:30]([O:32][C:33]([CH3:36])([CH3:35])[CH3:34])=[O:31]. (10) Given the product [CH2:1]([O:8][C:9]([NH:11][C@@H:12]([C:13](=[O:15])[NH:23][CH2:24][C:29]([O:31][C:37]([CH3:36])([CH3:38])[CH3:40])=[O:30])[C:16]1[CH:21]=[CH:20][CH:19]=[CH:18][CH:17]=1)=[O:10])[C:2]1[CH:3]=[CH:4][CH:5]=[CH:6][CH:7]=1, predict the reactants needed to synthesize it. The reactants are: [CH2:1]([O:8][C:9]([NH:11][C@H:12]([C:16]1[CH:21]=[CH:20][CH:19]=[CH:18][CH:17]=1)[C:13]([OH:15])=O)=[O:10])[C:2]1[CH:7]=[CH:6][CH:5]=[CH:4][CH:3]=1.Cl.[NH2:23][C@H:24]([C:29]([OH:31])=[O:30])C(C)(C)C.N1[C:37]([CH3:38])=[CH:36]C=CC=1C.[CH3:40]N(C(ON1N=NC2C=CC=CC1=2)=[N+](C)C)C.[B-](F)(F)(F)F.